This data is from Catalyst prediction with 721,799 reactions and 888 catalyst types from USPTO. The task is: Predict which catalyst facilitates the given reaction. (1) Reactant: [CH:1]1([NH2:7])[CH2:6][CH2:5][CH2:4][CH2:3][CH2:2]1.[N:8]([C:11]1[CH:12]=[CH:13][C:14]([O:17][C:18](=[O:27])[N:19]([CH3:26])[C:20]2[CH:25]=[CH:24][CH:23]=[CH:22][CH:21]=2)=[N:15][CH:16]=1)=[C:9]=[S:10]. Product: [CH:1]1([NH:7][C:9](=[S:10])[NH:8][C:11]2[CH:12]=[CH:13][C:14]([O:17][C:18](=[O:27])[N:19]([CH3:26])[C:20]3[CH:25]=[CH:24][CH:23]=[CH:22][CH:21]=3)=[N:15][CH:16]=2)[CH2:6][CH2:5][CH2:4][CH2:3][CH2:2]1. The catalyst class is: 4. (2) Reactant: C([O:3][C:4]([C:6]1([C:9]2[CH:14]=[CH:13][C:12]([C:15]3[CH:20]=[CH:19][C:18]([C:21]4[S:22][C:23]([F:39])=[CH:24][C:25]=4[NH:26][C:27]([O:29][C@@H:30]([C:32]4[CH:37]=[CH:36][CH:35]=[CH:34][C:33]=4[Cl:38])[CH3:31])=[O:28])=[CH:17][CH:16]=3)=[CH:11][CH:10]=2)[CH2:8][CH2:7]1)=[O:5])C.[OH-].[Na+].Cl. Product: [Cl:38][C:33]1[CH:34]=[CH:35][CH:36]=[CH:37][C:32]=1[C@H:30]([O:29][C:27]([NH:26][C:25]1[CH:24]=[C:23]([F:39])[S:22][C:21]=1[C:18]1[CH:19]=[CH:20][C:15]([C:12]2[CH:11]=[CH:10][C:9]([C:6]3([C:4]([OH:5])=[O:3])[CH2:7][CH2:8]3)=[CH:14][CH:13]=2)=[CH:16][CH:17]=1)=[O:28])[CH3:31]. The catalyst class is: 32.